Dataset: Peptide-MHC class I binding affinity with 185,985 pairs from IEDB/IMGT. Task: Regression. Given a peptide amino acid sequence and an MHC pseudo amino acid sequence, predict their binding affinity value. This is MHC class I binding data. (1) The peptide sequence is DLNAVTTNNL. The MHC is HLA-A02:02 with pseudo-sequence HLA-A02:02. The binding affinity (normalized) is 0.306. (2) The peptide sequence is GTEELKSLY. The MHC is HLA-B15:17 with pseudo-sequence HLA-B15:17. The binding affinity (normalized) is 0.622.